Dataset: Full USPTO retrosynthesis dataset with 1.9M reactions from patents (1976-2016). Task: Predict the reactants needed to synthesize the given product. (1) The reactants are: [C:1]1([CH:7]([CH3:29])[CH2:8][NH:9][C:10]([C:12]2[CH:28]=[CH:27][C:15]3[S:16][C:17]4[CH:25]=[CH:24][C:23]([F:26])=[CH:22][C:18]=4[C:19](Cl)=[N:20][C:14]=3[CH:13]=2)=[O:11])[CH:6]=[CH:5][CH:4]=[CH:3][CH:2]=1.[NH:30]1[CH2:35][CH2:34][CH2:33][CH2:32][CH2:31]1. Given the product [C:1]1([CH:7]([CH3:29])[CH2:8][NH:9][C:10]([C:12]2[CH:28]=[CH:27][C:15]3[S:16][C:17]4[CH:25]=[CH:24][C:23]([F:26])=[CH:22][C:18]=4[C:19]([N:30]4[CH2:35][CH2:34][CH2:33][CH2:32][CH2:31]4)=[N:20][C:14]=3[CH:13]=2)=[O:11])[CH:6]=[CH:5][CH:4]=[CH:3][CH:2]=1, predict the reactants needed to synthesize it. (2) Given the product [CH3:29][O:28][C:8]1[CH:9]=[CH:10][C:11]2[C:17]3[C:18]([O:26][CH3:27])=[C:19]([O:24][CH3:25])[C:20]([O:22][CH3:23])=[CH:21][C:40]=3[CH2:39][O:38][CH2:35][C:36]=2[C:7]=1[SH:33], predict the reactants needed to synthesize it. The reactants are: FC(F)(F)S(O[C:7]1C2COCC3[CH:21]=[C:20]([O:22][CH3:23])[C:19]([O:24][CH3:25])=[C:18]([O:26][CH3:27])[C:17]=3[C:11]=2[CH:10]=[CH:9][C:8]=1[O:28][CH3:29])(=O)=O.O.[SH-:33].[Na+].[C:35]([O:38][CH2:39][CH3:40])(=O)[CH3:36].